Dataset: Full USPTO retrosynthesis dataset with 1.9M reactions from patents (1976-2016). Task: Predict the reactants needed to synthesize the given product. (1) Given the product [CH3:17][O:15][C:14]([CH:10]1[CH2:9][CH2:8][C:7]2[C:2]([CH3:1])=[CH:3][CH:4]=[CH:5][C:6]=2[C:12](=[O:13])[CH2:11]1)=[O:16], predict the reactants needed to synthesize it. The reactants are: [CH3:1][C:2]1[C:7]2[CH2:8][CH2:9][CH:10]([C:14]([OH:16])=[O:15])[CH2:11][C:12](=[O:13])[C:6]=2[CH:5]=[CH:4][CH:3]=1.[C:17](Cl)(=O)C(Cl)=O. (2) Given the product [C:36]([C:35]1[CH:39]=[CH:40][C:32]([NH:31][C:29]([CH:9]2[CH:8]([C:4]3[CH:5]=[CH:6][CH:7]=[C:2]([Cl:1])[C:3]=3[F:43])[C:12]([C:15]3[CH:20]=[CH:19][C:18]([Cl:21])=[CH:17][C:16]=3[F:22])([C:13]#[N:14])[CH:11]([CH2:23][C:24]([CH3:27])([CH3:25])[CH3:26])[N:10]2[CH3:28])=[O:30])=[C:33]([O:41][CH3:42])[CH:34]=1)(=[O:37])[NH2:45], predict the reactants needed to synthesize it. The reactants are: [Cl:1][C:2]1[C:3]([F:43])=[C:4]([C@@H:8]2[C@:12]([C:15]3[CH:20]=[CH:19][C:18]([Cl:21])=[CH:17][C:16]=3[F:22])([C:13]#[N:14])[C@H:11]([CH2:23][C:24]([CH3:27])([CH3:26])[CH3:25])[N:10]([CH3:28])[C@H:9]2[C:29]([NH:31][C:32]2[CH:40]=[CH:39][C:35]([C:36](O)=[O:37])=[CH:34][C:33]=2[O:41][CH3:42])=[O:30])[CH:5]=[CH:6][CH:7]=1.C[N:45](C(ON1N=NC2C=CC=NC1=2)=[N+](C)C)C.F[P-](F)(F)(F)(F)F.N.O1CCOCC1.